Dataset: Cav3 T-type calcium channel HTS with 100,875 compounds. Task: Binary Classification. Given a drug SMILES string, predict its activity (active/inactive) in a high-throughput screening assay against a specified biological target. (1) The molecule is O=C(c1ccc(N2CCCC2)cc1)c1ccccc1. The result is 0 (inactive). (2) The drug is O(c1c(n(nc1C)c1ncccc1)C)c1c(O)cccc1. The result is 0 (inactive). (3) The compound is S1(=O)(=O)c2c(C(Sc3nc(cc(n3)C)C)=C1)cccc2. The result is 0 (inactive). (4) The compound is O1C(CCC1)CN\C(=C1\C(=O)N(c2ccc(cc2)C)C(=O)NC1=O)C. The result is 0 (inactive). (5) The compound is S(=O)(=O)(N1CCOCC1)c1cc(C(=O)N2CCN(CC2)c2ccc(F)cc2)ccc1. The result is 0 (inactive). (6) The result is 0 (inactive). The compound is O1C(CC(=O)N2CCCC2)C(=O)Nc2c1cccc2. (7) The drug is O(c1c(C2n3[nH]cnc3=NC(C2)c2ccc(cc2)C)cccc1)C. The result is 0 (inactive). (8) The drug is Clc1cc(c2nc(ncc2S(=O)(=O)c2ccccc2)c2cccnc2)ccc1Cl. The result is 0 (inactive).